This data is from Full USPTO retrosynthesis dataset with 1.9M reactions from patents (1976-2016). The task is: Predict the reactants needed to synthesize the given product. (1) Given the product [CH3:1][C:2]([N:11]1[CH:15]=[C:14]([NH:16][C:17](=[O:23])[CH:18]([NH:22][CH:30]2[CH2:29][CH2:28][C:27]3[C:32](=[C:33]([F:35])[CH:34]=[C:25]([F:24])[CH:26]=3)[CH2:31]2)[CH2:19][CH2:20][CH3:21])[N:13]=[CH:12]1)([CH3:10])[CH2:3][N:4]1[CH2:5][CH2:6][O:7][CH2:8][CH2:9]1, predict the reactants needed to synthesize it. The reactants are: [CH3:1][C:2]([N:11]1[CH:15]=[C:14]([NH:16][C:17](=[O:23])[CH:18]([NH2:22])[CH2:19][CH2:20][CH3:21])[N:13]=[CH:12]1)([CH3:10])[CH2:3][N:4]1[CH2:9][CH2:8][O:7][CH2:6][CH2:5]1.[F:24][C:25]1[CH:26]=[C:27]2[C:32](=[C:33]([F:35])[CH:34]=1)[CH2:31][C:30](=O)[CH2:29][CH2:28]2. (2) Given the product [O:1]1[C:6]2[CH:7]=[CH:8][C:9]([C:11]3[N:12]=[C:13]4[CH:18]=[CH:17][CH:16]=[CH:15][N:14]4[C:19]=3[CH:21]([OH:22])[C:20]([O:24][CH2:25][CH3:26])=[O:23])=[CH:10][C:5]=2[CH2:4][CH2:3][CH2:2]1, predict the reactants needed to synthesize it. The reactants are: [O:1]1[C:6]2[CH:7]=[CH:8][C:9]([C:11]3[N:12]=[C:13]4[CH:18]=[CH:17][CH:16]=[CH:15][N:14]4[CH:19]=3)=[CH:10][C:5]=2[CH2:4][CH2:3][CH2:2]1.[C:20]([O:24][CH2:25][CH3:26])(=[O:23])[CH:21]=[O:22].C1(C)C=CC=CC=1.C1(C)C=CC(S(O)(=O)=O)=CC=1. (3) Given the product [C:18]([C@@H:17]([NH:16][C:2]1[C:11]([C:12]([OH:14])=[O:13])=[CH:10][C:9]2[C:4](=[CH:5][CH:6]=[C:7]([Cl:15])[CH:8]=2)[N:3]=1)[CH2:21][C:22]1[S:23][CH:24]=[CH:25][CH:26]=1)([OH:20])=[O:19], predict the reactants needed to synthesize it. The reactants are: Cl[C:2]1[C:11]([C:12]([OH:14])=[O:13])=[CH:10][C:9]2[C:4](=[CH:5][CH:6]=[C:7]([Cl:15])[CH:8]=2)[N:3]=1.[NH2:16][C@@H:17]([CH2:21][C:22]1[S:23][CH:24]=[CH:25][CH:26]=1)[C:18]([OH:20])=[O:19].